This data is from Full USPTO retrosynthesis dataset with 1.9M reactions from patents (1976-2016). The task is: Predict the reactants needed to synthesize the given product. (1) Given the product [BrH:3].[BrH:1].[CH2:41]([N:38]([CH2:39][CH3:40])[CH2:37][CH2:36][N:19]([CH2:20][CH2:21][NH:22][CH2:23][CH2:24][C:25]1[C:33]2[S:32][C:31](=[O:34])[NH:30][C:29]=2[C:28]([OH:35])=[CH:27][CH:26]=1)[C:17](=[O:18])[CH2:16][CH2:15][O:14][CH2:13][CH2:12][C:5]1[CH:4]=[CH:9][CH:8]=[C:7]([OH:10])[CH:6]=1)[CH3:42], predict the reactants needed to synthesize it. The reactants are: [BrH:1].Br.[Br:3][C:4]1[CH:9]=[CH:8][C:7]([O:10]C)=[CH:6][C:5]=1[CH2:12][CH2:13][O:14][CH2:15][CH2:16][C:17]([N:19]([CH2:36][CH2:37][N:38]([CH2:41][CH3:42])[CH2:39][CH3:40])[CH2:20][CH2:21][NH:22][CH2:23][CH2:24][C:25]1[C:33]2[S:32][C:31](=[O:34])[NH:30][C:29]=2[C:28]([OH:35])=[CH:27][CH:26]=1)=[O:18]. (2) Given the product [CH3:3][O:4][C:5]1[N:10]=[CH:9][C:8]([N:11]2[CH2:26][CH2:25][C:14]3[N:15]=[CH:16][N:17]=[C:18]([O:19][C@H:20]4[CH2:24][CH2:23][N:22]([C:32]5[CH:37]=[CH:36][CH:35]=[CH:34][N:33]=5)[CH2:21]4)[C:13]=3[CH2:12]2)=[CH:7][C:6]=1[C:27]([F:30])([F:28])[F:29], predict the reactants needed to synthesize it. The reactants are: Cl.Cl.[CH3:3][O:4][C:5]1[N:10]=[CH:9][C:8]([N:11]2[CH2:26][CH2:25][C:14]3[N:15]=[CH:16][N:17]=[C:18]([O:19][C@H:20]4[CH2:24][CH2:23][NH:22][CH2:21]4)[C:13]=3[CH2:12]2)=[CH:7][C:6]=1[C:27]([F:30])([F:29])[F:28].Br[C:32]1[CH:37]=[CH:36][CH:35]=[CH:34][N:33]=1.C(N(CC)C(C)C)(C)C. (3) Given the product [CH2:1]([O:3][C:4]([C:6]1[CH:7]=[N:8][C:9]2[C:14]([C:15]=1[NH:24][CH2:20][CH2:21][CH2:22][CH3:23])=[CH:13][CH:12]=[C:11]([Cl:17])[C:10]=2[O:18][CH3:19])=[O:5])[CH3:2], predict the reactants needed to synthesize it. The reactants are: [CH2:1]([O:3][C:4]([C:6]1[CH:7]=[N:8][C:9]2[C:14]([C:15]=1Cl)=[CH:13][CH:12]=[C:11]([Cl:17])[C:10]=2[O:18][CH3:19])=[O:5])[CH3:2].[CH2:20]([NH2:24])[CH2:21][CH2:22][CH3:23]. (4) Given the product [NH2:1][C:2]1[CH:3]=[CH:4][C:5]([CH3:22])=[C:6]([NH:8][C:24]2[O:25][C:26]([C:30]3[CH:37]=[C:36]([CH3:38])[C:33]([C:34]#[N:35])=[C:32]([CH3:39])[CH:31]=3)=[C:27]([Cl:29])[N:28]=2)[CH:7]=1, predict the reactants needed to synthesize it. The reactants are: [NH2:1][C:2]1[CH:3]=[CH:4][C:5]([CH3:22])=[C:6]([NH:8]C2OC(C3C=CC(C#N)=CC=3)=CN=2)[CH:7]=1.Cl[C:24]1[O:25][C:26]([C:30]2[CH:37]=[C:36]([CH3:38])[C:33]([C:34]#[N:35])=[C:32]([CH3:39])[CH:31]=2)=[C:27]([Cl:29])[N:28]=1.ClC1OC(C2C=CC(C#N)=CC=2)=CN=1. (5) Given the product [Cl:1][C:2]1[CH:10]=[CH:9][CH:8]=[C:7]([N+:11]([O-:13])=[O:12])[C:3]=1[C:4]([NH:21][CH:18]1[CH2:20][CH2:19]1)=[O:6], predict the reactants needed to synthesize it. The reactants are: [Cl:1][C:2]1[CH:10]=[CH:9][CH:8]=[C:7]([N+:11]([O-:13])=[O:12])[C:3]=1[C:4]([OH:6])=O.O=S(Cl)Cl.[CH:18]1([NH2:21])[CH2:20][CH2:19]1.C([O-])(O)=O.[Na+]. (6) Given the product [I:1][C:2]1[CH:3]=[C:4]2[C:9](=[CH:10][CH:11]=1)[C:8](=[O:12])[NH:7][C:6](=[O:13])/[C:5]/2=[CH:14]\[NH:15][C:16]1[CH:17]=[CH:18][C:19]([N:22]2[CH2:23][CH2:24][NH:25][CH2:26][CH2:27]2)=[CH:20][CH:21]=1, predict the reactants needed to synthesize it. The reactants are: [I:1][C:2]1[CH:3]=[C:4]2[C:9](=[CH:10][CH:11]=1)[C:8](=[O:12])[NH:7][C:6](=[O:13])/[C:5]/2=[CH:14]\[NH:15][C:16]1[CH:21]=[CH:20][C:19]([N:22]2[CH2:27][CH2:26][N:25](C(OC(C)(C)C)=O)[CH2:24][CH2:23]2)=[CH:18][CH:17]=1.P(=O)(O)(O)O.